Dataset: Full USPTO retrosynthesis dataset with 1.9M reactions from patents (1976-2016). Task: Predict the reactants needed to synthesize the given product. (1) Given the product [F:8][C:5]1[N:6]=[CH:7][C:2]([C:16]2[CH:17]=[CH:18][C:13]([C:11]([NH:10][CH3:9])=[O:12])=[CH:14][CH:15]=2)=[CH:3][CH:4]=1, predict the reactants needed to synthesize it. The reactants are: Br[C:2]1[CH:3]=[CH:4][C:5]([F:8])=[N:6][CH:7]=1.[CH3:9][NH:10][C:11]([C:13]1[CH:18]=[CH:17][C:16](B(O)O)=[CH:15][CH:14]=1)=[O:12]. (2) The reactants are: [NH2:1][C:2]1[N:7]=[C:6]([CH3:8])[N:5]=[C:4]([C:9]2[CH:10]=[C:11]([C:25](=[O:27])[CH3:26])[CH:12]=[N:13][C:14]=2[NH:15][C:16]2[CH:17]=[N:18][C:19]([O:23][CH3:24])=[C:20]([F:22])[CH:21]=2)[N:3]=1.[CH3:28][Mg]Br. Given the product [NH2:1][C:2]1[N:7]=[C:6]([CH3:8])[N:5]=[C:4]([C:9]2[CH:10]=[C:11]([C:25]([OH:27])([CH3:28])[CH3:26])[CH:12]=[N:13][C:14]=2[NH:15][C:16]2[CH:17]=[N:18][C:19]([O:23][CH3:24])=[C:20]([F:22])[CH:21]=2)[N:3]=1, predict the reactants needed to synthesize it. (3) Given the product [C:33]([NH:36]/[C:37](=[CH:42]/[C:24]1[CH:30]=[C:29]([CH3:31])[C:27]([NH2:28])=[C:26]([Cl:32])[CH:25]=1)/[C:38]([O:40][CH3:41])=[O:39])(=[O:35])[CH3:34], predict the reactants needed to synthesize it. The reactants are: C1(C)C=CC=CC=1P(C1C=CC=CC=1C)C1C=CC=CC=1C.Br[C:24]1[CH:30]=[C:29]([CH3:31])[C:27]([NH2:28])=[C:26]([Cl:32])[CH:25]=1.[C:33]([NH:36][C:37](=[CH2:42])[C:38]([O:40][CH3:41])=[O:39])(=[O:35])[CH3:34].C(N(CC)CC)C.